Dataset: Forward reaction prediction with 1.9M reactions from USPTO patents (1976-2016). Task: Predict the product of the given reaction. (1) Given the reactants [OH:1][C:2]1[CH:11]=[CH:10][C:5]([C:6]([O:8][CH3:9])=[O:7])=[CH:4][C:3]=1[C:12]([O:14][CH3:15])=[O:13].[C:16]([N:23]1[CH2:29][CH2:28][CH2:27][C@H:24]1[CH2:25]O)([O:18][C:19]([CH3:22])([CH3:21])[CH3:20])=[O:17].C1C=CC(P(C2C=CC=CC=2)C2C=CC=CC=2)=CC=1.CC(OC(/N=N/C(OC(C)C)=O)=O)C, predict the reaction product. The product is: [C:19]([O:18][C:16]([N:23]1[CH2:29][CH2:28][CH2:27][C@H:24]1[CH2:25][O:1][C:2]1[CH:11]=[CH:10][C:5]([C:6]([O:8][CH3:9])=[O:7])=[CH:4][C:3]=1[C:12]([O:14][CH3:15])=[O:13])=[O:17])([CH3:22])([CH3:20])[CH3:21]. (2) Given the reactants [CH:1]1([CH:7]([NH:26][C:27]2[CH:32]=[CH:31][C:30]([C:33]([NH:35][CH2:36][CH2:37][C:38]([O:40][CH2:41][CH3:42])=[O:39])=[O:34])=[CH:29][CH:28]=2)[C:8]2[CH:12]=[C:11]([C:13]3[CH:18]=[CH:17][C:16]([O:19][CH2:20][CH2:21][CH2:22][S:23][CH3:24])=[CH:15][CH:14]=3)[O:10][C:9]=2[CH3:25])[CH2:6][CH2:5][CH2:4][CH2:3][CH2:2]1.[OH:43]OS([O-])=O.[K+], predict the reaction product. The product is: [CH:1]1([CH:7]([NH:26][C:27]2[CH:32]=[CH:31][C:30]([C:33]([NH:35][CH2:36][CH2:37][C:38]([O:40][CH2:41][CH3:42])=[O:39])=[O:34])=[CH:29][CH:28]=2)[C:8]2[CH:12]=[C:11]([C:13]3[CH:14]=[CH:15][C:16]([O:19][CH2:20][CH2:21][CH2:22][S:23]([CH3:24])=[O:43])=[CH:17][CH:18]=3)[O:10][C:9]=2[CH3:25])[CH2:6][CH2:5][CH2:4][CH2:3][CH2:2]1.